This data is from Reaction yield outcomes from USPTO patents with 853,638 reactions. The task is: Predict the reaction yield, written as a fraction of the theoretical maximum amount of product (1.0 means a 100% yield; for example, 0.34 means a 34% yield). (1) The yield is 0.900. The reactants are [Br:1][C:2]1[CH:3]=[C:4]([CH2:8][CH2:9][C:10]2([CH3:28])[N:15](CC3C=CC(OC)=CC=3)[C:14](=[NH:25])[N:13]([CH3:26])[C:12](=[O:27])[CH2:11]2)[CH:5]=[CH:6][CH:7]=1.O.[N+]([O-])([O-])=O.[Ce].[NH4+].C(=O)(O)[O-].[Na+]. The product is [NH2:25][C:14]1[N:13]([CH3:26])[C:12](=[O:27])[CH2:11][C:10]([CH2:9][CH2:8][C:4]2[CH:5]=[CH:6][CH:7]=[C:2]([Br:1])[CH:3]=2)([CH3:28])[N:15]=1. The catalyst is C(#N)C. (2) The reactants are [OH:1][C:2]1[NH:3][C:4]2[C:9]([C:10]=1[C:11]1[C:20]3[C:15](=[CH:16][C:17]([O:21][CH2:22][CH2:23][O:24][CH3:25])=[CH:18][CH:19]=3)[N:14]=[CH:13][N:12]=1)=[CH:8][C:7]([C:26]([O:28]C)=[O:27])=[CH:6][CH:5]=2.CO.[OH-].[Na+]. The catalyst is O. The product is [OH:1][C:2]1[NH:3][C:4]2[C:9]([C:10]=1[C:11]1[C:20]3[C:15](=[CH:16][C:17]([O:21][CH2:22][CH2:23][O:24][CH3:25])=[CH:18][CH:19]=3)[N:14]=[CH:13][N:12]=1)=[CH:8][C:7]([C:26]([OH:28])=[O:27])=[CH:6][CH:5]=2. The yield is 0.850.